From a dataset of Reaction yield outcomes from USPTO patents with 853,638 reactions. Predict the reaction yield, written as a fraction of the theoretical maximum amount of product (1.0 means a 100% yield; for example, 0.34 means a 34% yield). The reactants are [Br:1][C:2]1[CH:9]=[CH:8][CH:7]=[CH:6][C:3]=1[CH:4]=[O:5].[CH2:10](O)[CH2:11][OH:12]. The catalyst is C1(C)C=CC=CC=1.O.C1(C)C=CC(S(O)(=O)=O)=CC=1. The product is [Br:1][C:2]1[CH:9]=[CH:8][CH:7]=[CH:6][C:3]=1[CH:4]1[O:12][CH2:11][CH2:10][O:5]1. The yield is 0.950.